This data is from TCR-epitope binding with 47,182 pairs between 192 epitopes and 23,139 TCRs. The task is: Binary Classification. Given a T-cell receptor sequence (or CDR3 region) and an epitope sequence, predict whether binding occurs between them. The epitope is FQPTNGVGY. The TCR CDR3 sequence is CASSYRDRGYEQFF. Result: 0 (the TCR does not bind to the epitope).